Dataset: Full USPTO retrosynthesis dataset with 1.9M reactions from patents (1976-2016). Task: Predict the reactants needed to synthesize the given product. (1) Given the product [CH2:1]([O:3][C:4](=[O:24])[C:5]1[CH:6]=[CH:7][C:8]([N:11]2[C:19]3[C:14](=[CH:15][C:16]([O:21][S:33]([C:32]([F:45])([F:44])[F:31])(=[O:35])=[O:34])=[C:17]([Cl:20])[CH:18]=3)[C:13]([C:22]#[N:23])=[CH:12]2)=[CH:9][CH:10]=1)[CH3:2], predict the reactants needed to synthesize it. The reactants are: [CH2:1]([O:3][C:4](=[O:24])[C:5]1[CH:10]=[CH:9][C:8]([N:11]2[C:19]3[C:14](=[CH:15][C:16]([OH:21])=[C:17]([Cl:20])[CH:18]=3)[C:13]([C:22]#[N:23])=[CH:12]2)=[CH:7][CH:6]=1)[CH3:2].N1C=CC=CC=1.[F:31][C:32]([F:45])([F:44])[S:33](O[S:33]([C:32]([F:45])([F:44])[F:31])(=[O:35])=[O:34])(=[O:35])=[O:34].Cl. (2) Given the product [CH2:1]([O:3][C:4]([C:6]1[N:7]=[C:8]2[CH:13]=[CH:12][CH:11]=[C:10]([CH3:14])[N:9]2[C:15]=1[C:48]1[CH:47]=[CH:46][CH:45]=[C:44]([C:43]([F:54])([F:53])[F:42])[CH:49]=1)=[O:5])[CH3:2], predict the reactants needed to synthesize it. The reactants are: [CH2:1]([O:3][C:4]([C:6]1[N:7]=[C:8]2[CH:13]=[CH:12][CH:11]=[C:10]([CH3:14])[N:9]2[C:15]=1Br)=[O:5])[CH3:2].C(=O)([O-])[O-].[K+].[K+].C1(P(C2C=CC=CC=2)C2C=CC=CC=2)C=CC=CC=1.[F:42][C:43]([F:54])([F:53])[C:44]1[CH:45]=[C:46](B(O)O)[CH:47]=[CH:48][CH:49]=1.